This data is from Full USPTO retrosynthesis dataset with 1.9M reactions from patents (1976-2016). The task is: Predict the reactants needed to synthesize the given product. Given the product [C:33]([C:30]1[CH:29]=[CH:28][C:27]([C:26]([NH:25][C:21]2[CH:22]=[CH:23][CH:24]=[C:19]([C:17]3[N:18]=[C:13]([NH:12][C:9]4[CH:8]=[CH:7][C:6]([C:5]5[NH:45][CH2:44][CH2:43][N:42]=5)=[CH:11][CH:10]=4)[C:14]4[N:15]([CH:39]=[CH:40][N:41]=4)[CH:16]=3)[C:20]=2[CH3:38])=[O:37])=[CH:32][CH:31]=1)([CH3:34])([CH3:36])[CH3:35], predict the reactants needed to synthesize it. The reactants are: Cl.C(O[C:5](=[NH:42])[C:6]1[CH:11]=[CH:10][C:9]([NH:12][C:13]2[C:14]3[N:15]([CH:39]=[CH:40][N:41]=3)[CH:16]=[C:17]([C:19]3[CH:24]=[CH:23][CH:22]=[C:21]([NH:25][C:26](=[O:37])[C:27]4[CH:32]=[CH:31][C:30]([C:33]([CH3:36])([CH3:35])[CH3:34])=[CH:29][CH:28]=4)[C:20]=3[CH3:38])[N:18]=2)=[CH:8][CH:7]=1)C.[CH2:43](N)[CH2:44][NH2:45].